Dataset: Reaction yield outcomes from USPTO patents with 853,638 reactions. Task: Predict the reaction yield, written as a fraction of the theoretical maximum amount of product (1.0 means a 100% yield; for example, 0.34 means a 34% yield). (1) The reactants are [Cl:1][C:2]1[CH:7]=[C:6]([Cl:8])[CH:5]=[CH:4][C:3]=1[C:9]1[NH:10][C:11]([C:16](=O)/[CH:17]=[CH:18]/N(C)C)=[CH:12][C:13]=1[C:14]#[N:15].C(=O)(O)O.[NH2:27][C:28]([NH2:30])=[NH:29].O. The catalyst is CN(C)C=O. The product is [NH2:29][C:28]1[N:30]=[C:16]([C:11]2[NH:10][C:9]([C:3]3[CH:4]=[CH:5][C:6]([Cl:8])=[CH:7][C:2]=3[Cl:1])=[C:13]([C:14]#[N:15])[CH:12]=2)[CH:17]=[CH:18][N:27]=1. The yield is 0.830. (2) The reactants are [F:1][C:2]1[CH:3]=[CH:4][C:5]([OH:24])=[C:6]([C:8]2(O)[C:16]3[C:11](=[CH:12][CH:13]=[CH:14][CH:15]=3)[N:10]([CH2:17][CH2:18][CH2:19][CH2:20][CH3:21])[C:9]2=[O:22])[CH:7]=1.FC(F)(F)C(O)=O.C([SiH](CC)CC)C. The catalyst is ClCCl. The product is [F:1][C:2]1[CH:3]=[CH:4][C:5]([OH:24])=[C:6]([CH:8]2[C:16]3[C:11](=[CH:12][CH:13]=[CH:14][CH:15]=3)[N:10]([CH2:17][CH2:18][CH2:19][CH2:20][CH3:21])[C:9]2=[O:22])[CH:7]=1. The yield is 0.910.